This data is from Full USPTO retrosynthesis dataset with 1.9M reactions from patents (1976-2016). The task is: Predict the reactants needed to synthesize the given product. Given the product [CH3:5][O:6][C:7]1[CH:12]=[CH:11][C:10]2[C:19](=[O:21])[C:14]3[C:13]([C:9]=2[CH:8]=1)=[CH:18][CH:17]=[CH:16][N:15]=3, predict the reactants needed to synthesize it. The reactants are: S(Cl)(Cl)=O.[CH3:5][O:6][C:7]1[CH:8]=[C:9]([C:13]2[C:14]([C:19]([OH:21])=O)=[N:15][CH:16]=[CH:17][CH:18]=2)[CH:10]=[CH:11][CH:12]=1.[Cl-].[Al+3].[Cl-].[Cl-].[OH-].[Na+].